Dataset: Peptide-MHC class I binding affinity with 185,985 pairs from IEDB/IMGT. Task: Regression. Given a peptide amino acid sequence and an MHC pseudo amino acid sequence, predict their binding affinity value. This is MHC class I binding data. (1) The peptide sequence is AKYEICLEK. The MHC is HLA-A02:06 with pseudo-sequence HLA-A02:06. The binding affinity (normalized) is 0.0847. (2) The peptide sequence is KRFNITVSK. The MHC is HLA-A26:02 with pseudo-sequence HLA-A26:02. The binding affinity (normalized) is 0.272.